This data is from Experimentally validated miRNA-target interactions with 360,000+ pairs, plus equal number of negative samples. The task is: Binary Classification. Given a miRNA mature sequence and a target amino acid sequence, predict their likelihood of interaction. (1) The miRNA is mmu-miR-146a-3p with sequence CCUGUGAAAUUCAGUUCUUCAG. The protein sequence of the target gene is MIDTLRPVPFASEMAISKTVAWLNEQLELGNERLLLMDCRPQELYESSHIESAINVAIPGIMLRRLQKGNLPVRALFTRGEDRDRFTRRCGTDTVVLYDESSSDWNENTGGESVLGLLLKKLKDEGCRAFYLEGGFSKFQAEFSLHCETNLDGSCSSSSPPLPVLGLGGLRISSDSSSDIESDLDRDPNSATDSDGSPLSNSQPSFPVEILPFLYLGCAKDSTNLDVLEEFGIKYILNVTPNLPNLFENAGEFKYKQIPISDHWSQNLSQFFPEAISFIDEARGKNCGVLVHCLAGISRS.... Result: 0 (no interaction). (2) The miRNA is hsa-miR-539-5p with sequence GGAGAAAUUAUCCUUGGUGUGU. The protein sequence of the target gene is MQTQEILRILRLPELGDLGQFFRSLSATTLVSMGALAAILAYWFTHRPKALQPPCNLLMQSEEVEDSGGARRSVIGSGPQLLTHYYDDARTMYQVFRRGLSISGNGPCLGFRKPKQPYQWLSYQEVADRAEFLGSGLLQHNCKACTDQFIGVFAQNRPEWIIVELACYTYSMVVVPLYDTLGPGAIRYIINTADISTVIVDKPQKAVLLLEHVERKETPGLKLIILMDPFEEALKERGQKCGVVIKSMQAVEDCGQENHQAPVPPQPDDLSIVCFTSGTTGNPKGAMLTHGNVVADFSGF.... Result: 1 (interaction).